Dataset: Forward reaction prediction with 1.9M reactions from USPTO patents (1976-2016). Task: Predict the product of the given reaction. (1) Given the reactants Br[C:2]1[CH:7]=[CH:6][C:5]([S:8]([NH:11][CH:12]2[CH2:17][CH2:16][S:15](=[O:19])(=[O:18])[CH2:14][CH2:13]2)(=[O:10])=[O:9])=[CH:4][CH:3]=1.C([O-])(=O)C.[K+].[B:25]1([B:25]2[O:29][C:28]([CH3:31])([CH3:30])[C:27]([CH3:33])([CH3:32])[O:26]2)[O:29][C:28]([CH3:31])([CH3:30])[C:27]([CH3:33])([CH3:32])[O:26]1, predict the reaction product. The product is: [O:18]=[S:15]1(=[O:19])[CH2:16][CH2:17][CH:12]([NH:11][S:8]([C:5]2[CH:6]=[CH:7][C:2]([B:25]3[O:29][C:28]([CH3:31])([CH3:30])[C:27]([CH3:33])([CH3:32])[O:26]3)=[CH:3][CH:4]=2)(=[O:10])=[O:9])[CH2:13][CH2:14]1. (2) Given the reactants C(N(CC)C(C)C)(C)C.CC1(C(ON2C(=O)CCC2=O)=O)CCCC(OC(=O)[NH:21][CH2:22][CH2:23][NH:24][C:25](=[O:39])[CH2:26][CH2:27][CH2:28][CH2:29][CH:30]2[CH:37]3[CH:33]([NH:34][C:35](=[O:38])[NH:36]3)[CH2:32][S:31]2)C=CC1.O=C1CCC(=O)N1OC(OC1CCCC(C)(C(ON2C(=O)CCC2=O)=O)CC=C1)=O.OC(CCCC[C@H]1[C@@H]2[C@@H](NC(N2)=O)CS1)=O.C(N)CN.ClCCl, predict the reaction product. The product is: [NH2:21][CH2:22][CH2:23][NH:24][C:25](=[O:39])[CH2:26][CH2:27][CH2:28][CH2:29][CH:30]1[CH:37]2[CH:33]([NH:34][C:35](=[O:38])[NH:36]2)[CH2:32][S:31]1. (3) The product is: [C:51]([O:54][C:55]([N:20]1[CH2:21][C@@H:16]([O:15][S:12]([C:9]2[CH:10]=[CH:11][C:6]([C:5]([F:4])([F:25])[F:26])=[CH:7][CH:8]=2)(=[O:13])=[O:14])[CH2:17][CH2:18][C@H:19]1[C:22]([OH:24])=[O:23])=[O:56])([CH3:53])([CH3:52])[CH3:50]. Given the reactants C(Cl)Cl.[F:4][C:5]([F:26])([F:25])[C:6]1[CH:11]=[CH:10][C:9]([S:12]([O:15][C@@H:16]2[CH2:21][NH:20][C@H:19]([C:22]([OH:24])=[O:23])[CH2:18][CH2:17]2)(=[O:14])=[O:13])=[CH:8][CH:7]=1.FC(F)(F)C1C=CC(S(O[C@@H]2CN[C@H](C(O)=O)CC2)(=O)=O)=CC=1.[CH3:50][C:51]([O:54][C:55](O[C:55]([O:54][C:51]([CH3:53])([CH3:52])[CH3:50])=[O:56])=[O:56])([CH3:53])[CH3:52], predict the reaction product. (4) Given the reactants [Cl:1][C:2]1[CH:3]=[C:4]([CH:48]=[CH:49][CH:50]=1)[CH2:5][N:6]1[CH2:46][C:11]2[CH:12]=[C:13]3[C:17](=[CH:18][C:10]=2[NH:9][C:8](=[O:47])[CH2:7]1)[N:16](C(C1C=CC=CC=1)(C1C=CC=CC=1)C1C=CC=CC=1)[N:15]=[C:14]3[C:38]1[CH:39]=[N:40][C:41]([O:44][CH3:45])=[N:42][CH:43]=1.C(O)(C(F)(F)F)=O, predict the reaction product. The product is: [Cl:1][C:2]1[CH:3]=[C:4]([CH:48]=[CH:49][CH:50]=1)[CH2:5][N:6]1[CH2:46][C:11]2[CH:12]=[C:13]3[C:17](=[CH:18][C:10]=2[NH:9][C:8](=[O:47])[CH2:7]1)[NH:16][N:15]=[C:14]3[C:38]1[CH:39]=[N:40][C:41]([O:44][CH3:45])=[N:42][CH:43]=1.